From a dataset of Full USPTO retrosynthesis dataset with 1.9M reactions from patents (1976-2016). Predict the reactants needed to synthesize the given product. (1) Given the product [C:17]([O-:18])(=[O:1])[CH:12]=[CH2:15].[OH:14][CH2:13][C:12]([CH2:17][OH:18])([CH2:11][O:10][CH2:9][C:6]([CH2:19][OH:20])([CH2:7][OH:8])[CH2:5][OH:4])[CH2:15][OH:16], predict the reactants needed to synthesize it. The reactants are: [OH2:1].CO.[OH:4][CH2:5][C:6]([CH2:19][OH:20])([CH2:9][O:10][CH2:11][C:12]([CH2:17][OH:18])([CH2:15][OH:16])[CH2:13][OH:14])[CH2:7][OH:8]. (2) Given the product [F:1][C:2]1[CH:3]=[C:4]([C:9]2[O:13][N:12]=[CH:11][C:10]=2[CH2:14][CH2:15][C:16]([O:18][CH3:24])=[O:17])[CH:5]=[CH:6][C:7]=1[F:8], predict the reactants needed to synthesize it. The reactants are: [F:1][C:2]1[CH:3]=[C:4]([C:9]2[O:13][N:12]=[CH:11][C:10]=2[CH2:14][CH2:15][C:16]([OH:18])=[O:17])[CH:5]=[CH:6][C:7]=1[F:8].S(=O)(=O)(O)O.[CH3:24]O. (3) Given the product [F:1][C:2]1[CH:12]=[CH:11][C:5]([C:6]2[O:7][CH2:13][C:9](=[O:10])[N:8]=2)=[CH:4][CH:3]=1, predict the reactants needed to synthesize it. The reactants are: [F:1][C:2]1[CH:12]=[CH:11][C:5]([C:6]([N:8]=[C:9]=[O:10])=[O:7])=[CH:4][CH:3]=1.[CH3:13][Si](C=[N+]=[N-])(C)C. (4) Given the product [CH3:1][N:2]([CH3:33])[C:3]1[CH:8]=[CH:7][C:6]([C@H:9]2[C:21]3[C:16](=[CH:17][C:18]([O:22][CH2:23][CH2:24][CH2:25][N:26]4[CH2:31][CH2:30][CH2:29][CH2:28][CH2:27]4)=[CH:19][CH:20]=3)[C@@H:12]3[CH2:13][CH2:14][CH2:15][N:11]3[CH2:10]2)=[CH:5][CH:4]=1, predict the reactants needed to synthesize it. The reactants are: [CH3:1][N:2]([CH3:33])[C:3]1[CH:8]=[CH:7][C:6]([C:9](=O)[CH2:10][N:11]2[CH2:15][CH2:14][CH2:13][CH:12]2[C:16]2[CH:21]=[CH:20][CH:19]=[C:18]([O:22][CH2:23][CH2:24][CH2:25][N:26]3[CH2:31][CH2:30][CH2:29][CH2:28][CH2:27]3)[CH:17]=2)=[CH:5][CH:4]=1.N. (5) Given the product [CH3:1][N:2]1[C:7]2=[CH:8][N:9]([CH2:15][CH2:16][S:17][C:18]([C:25]3[CH:30]=[CH:29][CH:28]=[CH:27][CH:26]=3)([C:19]3[CH:20]=[CH:21][CH:22]=[CH:23][CH:24]=3)[C:31]3[CH:36]=[CH:35][CH:34]=[CH:33][CH:32]=3)[CH:10]=[C:6]2[C:5](=[O:11])[N:4]([CH3:12])[C:3]1=[O:13], predict the reactants needed to synthesize it. The reactants are: [CH3:1][N:2]1[C:7]2=[CH:8][NH:9][CH:10]=[C:6]2[C:5](=[O:11])[N:4]([CH3:12])[C:3]1=[O:13].Cl[CH2:15][CH2:16][S:17][C:18]([C:31]1[CH:36]=[CH:35][CH:34]=[CH:33][CH:32]=1)([C:25]1[CH:30]=[CH:29][CH:28]=[CH:27][CH:26]=1)[C:19]1[CH:24]=[CH:23][CH:22]=[CH:21][CH:20]=1.[I-].[K+].C(=O)([O-])[O-].[Cs+].[Cs+].